The task is: Predict which catalyst facilitates the given reaction.. This data is from Catalyst prediction with 721,799 reactions and 888 catalyst types from USPTO. (1) Reactant: [C:1]([O:4][CH2:5][C@@H:6]1[C@@H:11]([O:12][C:13](=[O:15])[CH3:14])[C@H:10]([O:16][C:17](=[O:19])[CH3:18])[C@@H:9]([O:20][C:21](=[O:23])[CH3:22])[C@H:8]([N:24]2[C:32]3[C:27](=[C:28]([CH3:33])[CH:29]=[CH:30][CH:31]=3)[CH:26]([CH2:34][C:35]3[CH:40]=[CH:39][C:38]([Br:41])=[CH:37][CH:36]=3)[CH2:25]2)[O:7]1)(=[O:3])[CH3:2]. Product: [C:1]([O:4][CH2:5][C@@H:6]1[C@@H:11]([O:12][C:13](=[O:15])[CH3:14])[C@H:10]([O:16][C:17](=[O:19])[CH3:18])[C@@H:9]([O:20][C:21](=[O:23])[CH3:22])[C@H:8]([N:24]2[C:32]3[C:27](=[C:28]([CH3:33])[CH:29]=[CH:30][CH:31]=3)[C:26]([CH2:34][C:35]3[CH:36]=[CH:37][C:38]([Br:41])=[CH:39][CH:40]=3)=[CH:25]2)[O:7]1)(=[O:3])[CH3:2]. The catalyst class is: 742. (2) Reactant: [Cl:1][C:2]1[S:3][C:4]([Cl:9])=[CH:5][C:6]=1[CH2:7][NH2:8].[N-:10]=[N+:11]=[N-].[Na+]. Product: [N:8]([CH2:7][C:6]1[CH:5]=[C:4]([Cl:9])[S:3][C:2]=1[Cl:1])=[N+:10]=[N-:11]. The catalyst class is: 3. (3) Reactant: C=O.[C:3](O)(=O)C.[Cl-].[CH3:8][O:9][C:10]([C:12]1[CH:17]=[CH:16][C:15]([CH:18]2[CH2:23][CH2:22][NH2+:21][CH2:20][CH2:19]2)=[CH:14][CH:13]=1)=[O:11].C([BH3-])#N.[Na+]. Product: [CH3:3][N:21]1[CH2:20][CH2:19][CH:18]([C:15]2[CH:16]=[CH:17][C:12]([C:10]([O:9][CH3:8])=[O:11])=[CH:13][CH:14]=2)[CH2:23][CH2:22]1. The catalyst class is: 20. (4) Reactant: [N+:1]([C:4]1[CH:9]=[CH:8][C:7]([C@@H:10]([NH:12][C:13]([C:15]2[CH:16]=[C:17]3[C:21](=[CH:22][CH:23]=2)[N:20]([CH2:24][C:25]2[CH:30]=[CH:29][C:28]([C:31]4[C:32]([C:37]([O:39]C(C)(C)C)=[O:38])=[CH:33][CH:34]=[CH:35][CH:36]=4)=[CH:27][CH:26]=2)[CH:19]=[CH:18]3)=[O:14])[CH3:11])=[CH:6][CH:5]=1)([O-:3])=[O:2].CCN(C(C)C)C(C)C. Product: [N+:1]([C:4]1[CH:9]=[CH:8][C:7]([C@@H:10]([NH:12][C:13]([C:15]2[CH:16]=[C:17]3[C:21](=[CH:22][CH:23]=2)[N:20]([CH2:24][C:25]2[CH:30]=[CH:29][C:28]([C:31]4[C:32]([C:37]([OH:39])=[O:38])=[CH:33][CH:34]=[CH:35][CH:36]=4)=[CH:27][CH:26]=2)[CH:19]=[CH:18]3)=[O:14])[CH3:11])=[CH:6][CH:5]=1)([O-:3])=[O:2]. The catalyst class is: 828. (5) Reactant: [Br:1][C:2]1[CH:11]=[C:10]2[C:5]([C:6](Cl)=[C:7]([C:13]([NH2:15])=[O:14])[C:8]([CH3:12])=[N:9]2)=[CH:4][CH:3]=1.[NH2:17][C:18]1[CH:19]=[C:20]([CH:26]=[CH:27][CH:28]=1)[C:21]([O:23][CH2:24][CH3:25])=[O:22]. Product: [NH2:15][C:13]([C:7]1[C:8]([CH3:12])=[N:9][C:10]2[C:5]([C:6]=1[NH:17][C:18]1[CH:19]=[C:20]([CH:26]=[CH:27][CH:28]=1)[C:21]([O:23][CH2:24][CH3:25])=[O:22])=[CH:4][CH:3]=[C:2]([Br:1])[CH:11]=2)=[O:14]. The catalyst class is: 15. (6) Reactant: [C:1]([O:5][C:6](=[O:9])[CH2:7]Br)([CH3:4])([CH3:3])[CH3:2].[NH:10]1[CH2:15][CH2:14][CH2:13][CH2:12][CH:11]1[CH2:16][OH:17].C(N(C(C)C)CC)(C)C. Product: [C:1]([O:5][C:6](=[O:9])[CH2:7][N:10]1[CH2:15][CH2:14][CH2:13][CH2:12][CH:11]1[CH2:16][OH:17])([CH3:4])([CH3:3])[CH3:2]. The catalyst class is: 3. (7) Reactant: [CH2:1]([O:8][C:9]([N:11]1[CH2:15][CH2:14][CH2:13][CH:12]1[C:16]1[NH:17][C:18]([C:21]2[CH:26]=[CH:25][C:24](Br)=[CH:23][CH:22]=2)=[CH:19][N:20]=1)=[O:10])[C:2]1[CH:7]=[CH:6][CH:5]=[CH:4][CH:3]=1.[C:28]([O:32][C:33]([NH:35][C:36]1[CH:41]=[CH:40][C:39](B(O)O)=[CH:38][CH:37]=1)=[O:34])([CH3:31])([CH3:30])[CH3:29].C([O-])([O-])=O.[K+].[K+].N#N. Product: [CH2:1]([O:8][C:9]([N:11]1[CH2:15][CH2:14][CH2:13][CH:12]1[C:16]1[NH:17][C:18]([C:21]2[CH:26]=[CH:25][C:24]([C:39]3[CH:38]=[CH:37][C:36]([NH:35][C:33]([O:32][C:28]([CH3:31])([CH3:30])[CH3:29])=[O:34])=[CH:41][CH:40]=3)=[CH:23][CH:22]=2)=[CH:19][N:20]=1)=[O:10])[C:2]1[CH:7]=[CH:6][CH:5]=[CH:4][CH:3]=1. The catalyst class is: 276. (8) Reactant: C([N:3]([CH2:6]C)CC)C.C1(P(N=[N+]=[N-])(C2C=CC=CC=2)=[O:15])C=CC=CC=1.[C:25]([O:29][C:30]([N:32]1[CH2:37][CH2:36][C:35]([CH2:41][O:42][CH3:43])(C(O)=O)[CH2:34][CH2:33]1)=[O:31])([CH3:28])([CH3:27])[CH3:26].[CH2:44]([OH:51])[C:45]1[CH:50]=[CH:49][CH:48]=[CH:47][CH:46]=1. Product: [C:25]([O:29][C:30]([N:32]1[CH2:33][CH2:34][C:35]([NH:3][C:6]([O:51][CH2:44][C:45]2[CH:50]=[CH:49][CH:48]=[CH:47][CH:46]=2)=[O:15])([CH2:41][O:42][CH3:43])[CH2:36][CH2:37]1)=[O:31])([CH3:26])([CH3:27])[CH3:28]. The catalyst class is: 11. (9) Reactant: [NH2:1][C:2]1[CH:18]=[CH:17][C:5]([C:6]([NH:8][C:9]2[CH:14]=[CH:13][C:12]([CH3:15])=[C:11]([CH3:16])[CH:10]=2)=[O:7])=[CH:4][C:3]=1[N+:19]([O-])=O. Product: [NH2:19][C:3]1[CH:4]=[C:5]([CH:17]=[CH:18][C:2]=1[NH2:1])[C:6]([NH:8][C:9]1[CH:14]=[CH:13][C:12]([CH3:15])=[C:11]([CH3:16])[CH:10]=1)=[O:7]. The catalyst class is: 867.